From a dataset of NCI-60 drug combinations with 297,098 pairs across 59 cell lines. Regression. Given two drug SMILES strings and cell line genomic features, predict the synergy score measuring deviation from expected non-interaction effect. (1) Drug 1: CC1C(C(CC(O1)OC2CC(CC3=C2C(=C4C(=C3O)C(=O)C5=C(C4=O)C(=CC=C5)OC)O)(C(=O)CO)O)N)O.Cl. Drug 2: C1CN(P(=O)(OC1)NCCCl)CCCl. Cell line: HL-60(TB). Synergy scores: CSS=17.1, Synergy_ZIP=-2.35, Synergy_Bliss=2.51, Synergy_Loewe=-11.4, Synergy_HSA=0.764. (2) Drug 1: CC1CCC2CC(C(=CC=CC=CC(CC(C(=O)C(C(C(=CC(C(=O)CC(OC(=O)C3CCCCN3C(=O)C(=O)C1(O2)O)C(C)CC4CCC(C(C4)OC)OCCO)C)C)O)OC)C)C)C)OC. Drug 2: CC(C)NC(=O)C1=CC=C(C=C1)CNNC.Cl. Cell line: SK-MEL-28. Synergy scores: CSS=-0.0455, Synergy_ZIP=-0.850, Synergy_Bliss=-0.749, Synergy_Loewe=-4.79, Synergy_HSA=-3.48. (3) Drug 1: CC1=C(C(=CC=C1)Cl)NC(=O)C2=CN=C(S2)NC3=CC(=NC(=N3)C)N4CCN(CC4)CCO. Drug 2: N.N.Cl[Pt+2]Cl. Cell line: COLO 205. Synergy scores: CSS=10.7, Synergy_ZIP=-4.24, Synergy_Bliss=4.14, Synergy_Loewe=-1.12, Synergy_HSA=-1.02. (4) Drug 1: CC1CCCC2(C(O2)CC(NC(=O)CC(C(C(=O)C(C1O)C)(C)C)O)C(=CC3=CSC(=N3)C)C)C. Drug 2: N.N.Cl[Pt+2]Cl. Cell line: OVCAR-5. Synergy scores: CSS=56.2, Synergy_ZIP=-1.72, Synergy_Bliss=-3.96, Synergy_Loewe=-3.30, Synergy_HSA=-0.459. (5) Drug 1: C1=CC(=CC=C1CCCC(=O)O)N(CCCl)CCCl. Drug 2: C1=NC2=C(N=C(N=C2N1C3C(C(C(O3)CO)O)F)Cl)N. Cell line: SF-268. Synergy scores: CSS=34.7, Synergy_ZIP=-14.9, Synergy_Bliss=-6.31, Synergy_Loewe=-4.70, Synergy_HSA=-2.59. (6) Drug 1: CC1=CC=C(C=C1)C2=CC(=NN2C3=CC=C(C=C3)S(=O)(=O)N)C(F)(F)F. Drug 2: CCCCC(=O)OCC(=O)C1(CC(C2=C(C1)C(=C3C(=C2O)C(=O)C4=C(C3=O)C=CC=C4OC)O)OC5CC(C(C(O5)C)O)NC(=O)C(F)(F)F)O. Cell line: PC-3. Synergy scores: CSS=44.8, Synergy_ZIP=2.37, Synergy_Bliss=1.34, Synergy_Loewe=-17.2, Synergy_HSA=-0.143. (7) Drug 1: CC(C)(C#N)C1=CC(=CC(=C1)CN2C=NC=N2)C(C)(C)C#N. Drug 2: C(CC(=O)O)C(=O)CN.Cl. Cell line: OVCAR-4. Synergy scores: CSS=-0.156, Synergy_ZIP=0.723, Synergy_Bliss=-0.713, Synergy_Loewe=-6.65, Synergy_HSA=-6.97. (8) Drug 1: CC(C1=C(C=CC(=C1Cl)F)Cl)OC2=C(N=CC(=C2)C3=CN(N=C3)C4CCNCC4)N. Drug 2: COC1=NC(=NC2=C1N=CN2C3C(C(C(O3)CO)O)O)N. Cell line: NCI-H522. Synergy scores: CSS=5.20, Synergy_ZIP=-1.03, Synergy_Bliss=0.717, Synergy_Loewe=0.364, Synergy_HSA=0.407. (9) Drug 1: CS(=O)(=O)C1=CC(=C(C=C1)C(=O)NC2=CC(=C(C=C2)Cl)C3=CC=CC=N3)Cl. Drug 2: C1CCC(C1)C(CC#N)N2C=C(C=N2)C3=C4C=CNC4=NC=N3. Cell line: MALME-3M. Synergy scores: CSS=7.44, Synergy_ZIP=1.37, Synergy_Bliss=6.61, Synergy_Loewe=3.81, Synergy_HSA=3.98.